From a dataset of Reaction yield outcomes from USPTO patents with 853,638 reactions. Predict the reaction yield, written as a fraction of the theoretical maximum amount of product (1.0 means a 100% yield; for example, 0.34 means a 34% yield). (1) The reactants are Cl[C:2]1[N:7]=[C:6]([CH2:8][CH2:9][C:10]2[CH:15]=[CH:14][CH:13]=[CH:12][C:11]=2[C:16]([CH3:21])([CH3:20])[C:17]([NH2:19])=[O:18])[C:5]([Cl:22])=[CH:4][N:3]=1.[CH3:23][N:24]1[CH:28]=[C:27]([NH2:29])[CH:26]=[N:25]1.O.C1(C)C=CC(S(O)(=O)=O)=CC=1. The catalyst is O1CCOCC1. The product is [Cl:22][C:5]1[C:6]([CH2:8][CH2:9][C:10]2[CH:15]=[CH:14][CH:13]=[CH:12][C:11]=2[C:16]([CH3:21])([CH3:20])[C:17]([NH2:19])=[O:18])=[N:7][C:2]([NH:29][C:27]2[CH:26]=[N:25][N:24]([CH3:23])[CH:28]=2)=[N:3][CH:4]=1. The yield is 0.180. (2) The reactants are [CH3:1][C@@H:2]([CH2:6][CH2:7][CH:8]=[C:9]([CH3:11])[CH3:10])[CH2:3][CH:4]=[O:5].C=O.N1CCC[CH2:15]1.C(O)(=O)CC. The catalyst is C(O)(C)C. The product is [CH3:1][C@@H:2]([CH2:6][CH2:7][CH:8]=[C:9]([CH3:10])[CH3:11])[C:3](=[CH2:15])[CH:4]=[O:5]. The yield is 0.980. (3) The reactants are [Cl:1][C:2]1[CH:40]=[C:39]([CH3:41])[C:5]([C:6]([NH:8][CH2:9][CH2:10][CH:11]([N:13]2[CH2:18][CH2:17][CH:16]([NH:19][C@H:20]([C:33]3[CH:38]=[CH:37][CH:36]=[CH:35][CH:34]=3)[CH2:21][N:22]3C(=O)C4C(=CC=CC=4)C3=O)[CH2:15][CH2:14]2)[CH3:12])=[O:7])=[C:4]([CH3:42])[N:3]=1.O.NN. The catalyst is CCO. The product is [NH2:22][CH2:21][C@H:20]([NH:19][CH:16]1[CH2:17][CH2:18][N:13]([CH:11]([CH3:12])[CH2:10][CH2:9][NH:8][C:6](=[O:7])[C:5]2[C:39]([CH3:41])=[CH:40][C:2]([Cl:1])=[N:3][C:4]=2[CH3:42])[CH2:14][CH2:15]1)[C:33]1[CH:34]=[CH:35][CH:36]=[CH:37][CH:38]=1. The yield is 0.670. (4) The reactants are [CH2:1]([O:3][C:4]([C:6]1[CH:7]=[C:8]2[C:13](=[CH:14][CH:15]=1)[NH:12][CH:11]([C:16]1[CH:21]=[CH:20][CH:19]=[C:18]([N+:22]([O-:24])=[O:23])[CH:17]=1)[C:10]([CH3:26])([CH3:25])[CH:9]2O)=[O:5])[CH3:2].C([SiH](CC)CC)C. The product is [CH2:1]([O:3][C:4]([C:6]1[CH:7]=[C:8]2[C:13](=[CH:14][CH:15]=1)[NH:12][CH:11]([C:16]1[CH:21]=[CH:20][CH:19]=[C:18]([N+:22]([O-:24])=[O:23])[CH:17]=1)[C:10]([CH3:25])([CH3:26])[CH2:9]2)=[O:5])[CH3:2]. The yield is 0.410. The catalyst is FC(F)(F)C(O)=O. (5) The reactants are [CH3:1][O:2][C:3]1[CH:4]=[C:5]2[C:10](=[CH:11][CH:12]=1)[CH:9]=[C:8](B(O)O)[CH:7]=[CH:6]2.Br[C:17]1[CH:18]=[C:19]([CH:21]=[CH:22][CH:23]=1)[NH2:20].C([O-])([O-])=O.[Na+].[Na+]. The catalyst is COCCOC.C1C=CC([P]([Pd]([P](C2C=CC=CC=2)(C2C=CC=CC=2)C2C=CC=CC=2)([P](C2C=CC=CC=2)(C2C=CC=CC=2)C2C=CC=CC=2)[P](C2C=CC=CC=2)(C2C=CC=CC=2)C2C=CC=CC=2)(C2C=CC=CC=2)C2C=CC=CC=2)=CC=1. The product is [CH3:1][O:2][C:3]1[CH:4]=[C:5]2[C:10](=[CH:11][CH:12]=1)[CH:9]=[C:8]([C:17]1[CH:18]=[C:19]([NH2:20])[CH:21]=[CH:22][CH:23]=1)[CH:7]=[CH:6]2. The yield is 0.750.